Task: Predict the reaction yield, written as a fraction of the theoretical maximum amount of product (1.0 means a 100% yield; for example, 0.34 means a 34% yield).. Dataset: Reaction yield outcomes from USPTO patents with 853,638 reactions (1) The reactants are [CH3:1][C:2]1[CH:7]=[C:6]([CH3:8])[NH:5][C:4](=[O:9])[C:3]=1[CH2:10][NH:11][C:12]([C:14]1[CH:15]=[C:16]([C:30]2[CH:35]=[CH:34][C:33]([CH:36]=O)=[CH:32][C:31]=2[CH3:38])[CH:17]=[C:18]([N:21]([CH2:28][CH3:29])[CH:22]2[CH2:27][CH2:26][O:25][CH2:24][CH2:23]2)[C:19]=1[CH3:20])=[O:13].[NH:39]1[CH2:44][CH2:43][O:42][CH2:41][CH2:40]1.C(O)(=O)C.C(O[BH-](OC(=O)C)OC(=O)C)(=O)C.[Na+]. The product is [CH3:1][C:2]1[CH:7]=[C:6]([CH3:8])[NH:5][C:4](=[O:9])[C:3]=1[CH2:10][NH:11][C:12]([C:14]1[CH:15]=[C:16]([C:30]2[CH:35]=[CH:34][C:33]([CH2:36][N:39]3[CH2:44][CH2:43][O:42][CH2:41][CH2:40]3)=[CH:32][C:31]=2[CH3:38])[CH:17]=[C:18]([N:21]([CH2:28][CH3:29])[CH:22]2[CH2:23][CH2:24][O:25][CH2:26][CH2:27]2)[C:19]=1[CH3:20])=[O:13]. The catalyst is ClC(Cl)C.ClCCl. The yield is 0.268. (2) The reactants are [C:1](OC(=O)NC(C1C=CC(CNC([C@H]2N3C(=O)C(NCC4C=CC=CC=4)=CN=C3CC2)=O)=CC=1)=N)(C)([CH3:3])[CH3:2].[CH2:39]([O:46][C:47](=[O:87])[N:48]([CH2:84][CH:85]=[CH2:86])[C:49]1[C:54](=[O:55])[N:53]2[C@H:56]([C:61](=[O:83])[NH:62][CH2:63][C:64]3[CH:69]=[CH:68][C:67]([C:70]([NH:72][C:73]([O:75][CH2:76][C:77]4[CH:82]=[CH:81][CH:80]=[CH:79][CH:78]=4)=[O:74])=[NH:71])=[CH:66][CH:65]=3)[CH2:57][C@:58]([NH2:60])([CH3:59])[C:52]2=[N:51][CH:50]=1)[C:40]1[CH:45]=[CH:44][CH:43]=[CH:42][CH:41]=1.CC(C)=O.[BH-](OC(C)=O)(OC(C)=O)OC(C)=O.[Na+]. No catalyst specified. The product is [CH2:39]([O:46][C:47](=[O:87])[N:48]([CH2:84][CH:85]=[CH2:86])[C:49]1[C:54](=[O:55])[N:53]2[C@H:56]([C:61](=[O:83])[NH:62][CH2:63][C:64]3[CH:69]=[CH:68][C:67]([C:70]([NH:72][C:73]([O:75][CH2:76][C:77]4[CH:78]=[CH:79][CH:80]=[CH:81][CH:82]=4)=[O:74])=[NH:71])=[CH:66][CH:65]=3)[CH2:57][C@:58]([NH:60][CH:1]([CH3:3])[CH3:2])([CH3:59])[C:52]2=[N:51][CH:50]=1)[C:40]1[CH:45]=[CH:44][CH:43]=[CH:42][CH:41]=1. The yield is 0.281. (3) The reactants are [Cl:1][C:2]1[C:3]([O:18][CH3:19])=[C:4]([C:9]([CH3:17])([CH3:16])[CH2:10][C:11](=[O:15])[C:12]([OH:14])=[O:13])[CH:5]=[CH:6][C:7]=1[CH3:8].S(=O)(=O)(O)O.[CH2:25](O)[CH3:26]. No catalyst specified. The product is [CH2:25]([O:13][C:12](=[O:14])[C:11](=[O:15])[CH2:10][C:9]([C:4]1[CH:5]=[CH:6][C:7]([CH3:8])=[C:2]([Cl:1])[C:3]=1[O:18][CH3:19])([CH3:17])[CH3:16])[CH3:26]. The yield is 0.816. (4) The reactants are C([O:3][C:4](=O)[CH2:5][C:6](=O)[CH:7]1[CH2:11][CH2:10][O:9][CH2:8]1)C.Cl.[NH2:15][C:16]([NH2:18])=[NH:17].CC(C)([O-])C.[K+]. The catalyst is CO.O. The product is [NH2:17][C:16]1[NH:18][C:4](=[O:3])[CH:5]=[C:6]([CH:7]2[CH2:11][CH2:10][O:9][CH2:8]2)[N:15]=1. The yield is 0.510. (5) The reactants are CN1[CH2:7][CH2:6][N:5]([CH2:8][C:9]([NH:11][C:12]2[CH:13]=[C:14]([CH:38]=[C:39]([C:41]([F:44])([F:43])[F:42])[CH:40]=2)[C:15]([NH:17][C:18]2[CH:19]=[C:20]([C:24]3[N:29]4[N:30]=[CH:31][C:32]([C:33]([O:35][CH2:36][CH3:37])=[O:34])=[C:28]4[N:27]=[CH:26][CH:25]=3)[CH:21]=[CH:22][CH:23]=2)=[O:16])=[O:10])[CH2:4][CH2:3]1.ClCC(NC1C=C(C=C(C(F)(F)F)C=1)C(NC1C=C(C2N3N=CC(C(OCC)=O)=C3N=CC=2)C=CC=1)=O)=O.N1CCCC1. No catalyst specified. The product is [N:5]1([CH2:8][C:9]([NH:11][C:12]2[CH:13]=[C:14]([CH:38]=[C:39]([C:41]([F:43])([F:44])[F:42])[CH:40]=2)[C:15]([NH:17][C:18]2[CH:19]=[C:20]([C:24]3[N:29]4[N:30]=[CH:31][C:32]([C:33]([O:35][CH2:36][CH3:37])=[O:34])=[C:28]4[N:27]=[CH:26][CH:25]=3)[CH:21]=[CH:22][CH:23]=2)=[O:16])=[O:10])[CH2:6][CH2:7][CH2:3][CH2:4]1. The yield is 0.880. (6) The reactants are Cl.[N:2]1[CH:7]=[CH:6][C:5]([C:8]2[CH:16]=[CH:15][C:11]([C:12]([OH:14])=O)=[CH:10][CH:9]=2)=[CH:4][CH:3]=1.[C:17]([O:21][C:22](=[O:35])[NH:23][CH2:24][CH2:25][NH:26][CH2:27][C:28]1[CH:33]=[CH:32][C:31]([Cl:34])=[CH:30][CH:29]=1)([CH3:20])([CH3:19])[CH3:18].C1C=CC2N(O)N=NC=2C=1.CCN=C=NCCCN(C)C.C(N(CC)CC)C. The catalyst is CN(C=O)C. The product is [C:17]([O:21][C:22](=[O:35])[NH:23][CH2:24][CH2:25][N:26]([CH2:27][C:28]1[CH:33]=[CH:32][C:31]([Cl:34])=[CH:30][CH:29]=1)[C:12](=[O:14])[C:11]1[CH:10]=[CH:9][C:8]([C:5]2[CH:4]=[CH:3][N:2]=[CH:7][CH:6]=2)=[CH:16][CH:15]=1)([CH3:20])([CH3:18])[CH3:19]. The yield is 0.930. (7) The reactants are [OH:1][CH2:2][CH2:3][O:4][CH:5]1[CH2:8][N:7]([C:9]([O:11][C:12]([CH3:15])([CH3:14])[CH3:13])=[O:10])[CH2:6]1.[S:16](Cl)([C:19]1[CH:25]=[CH:24][C:22]([CH3:23])=[CH:21][CH:20]=1)(=[O:18])=[O:17]. The catalyst is CN(C1C=CN=CC=1)C.C(Cl)Cl.C1COCC1. The product is [S:16]([O:1][CH2:2][CH2:3][O:4][CH:5]1[CH2:8][N:7]([C:9]([O:11][C:12]([CH3:15])([CH3:14])[CH3:13])=[O:10])[CH2:6]1)([C:19]1[CH:25]=[CH:24][C:22]([CH3:23])=[CH:21][CH:20]=1)(=[O:18])=[O:17]. The yield is 0.520.